This data is from Cav3 T-type calcium channel HTS with 100,875 compounds. The task is: Binary Classification. Given a drug SMILES string, predict its activity (active/inactive) in a high-throughput screening assay against a specified biological target. (1) The compound is s1c(NC(=O)C2OCCC2)nc2c1cccc2. The result is 0 (inactive). (2) The compound is S(=O)(=O)(N1CCOCC1)c1sc(CC(=O)NCC2CCCCC2)cc1. The result is 0 (inactive). (3) The molecule is s1c2nc(c3c(CC(OC3)(C)C)c2c2ncnc(NCc3occc3)c12)C. The result is 0 (inactive). (4) The drug is S(=O)(=O)(c1cc2CCN(c2cc1)C(=O)C)CCC(=O)Nc1c(n(n(c1=O)c1ccccc1)C)C. The result is 0 (inactive). (5) The result is 0 (inactive). The compound is O=C(NC1CCCC1)CN(c1cc(c(cc1)C)C)C(=O)CCCC(=O)Nc1ncccc1. (6) The molecule is O=C(C1C2(C(C3C(C4(C(CC3)=CC(=O)CC4)C)CC2)CC1)C)C. The result is 0 (inactive). (7) The compound is s1c(N(C)C)nc(c2ccc([N+]([O-])=O)cc2)c1. The result is 0 (inactive).